This data is from Full USPTO retrosynthesis dataset with 1.9M reactions from patents (1976-2016). The task is: Predict the reactants needed to synthesize the given product. Given the product [CH3:18][C:15]1[S:16][CH:17]=[C:13]([C:6]2[C:5]3[C:10](=[CH:11][C:2]([C:19]([OH:21])=[O:20])=[CH:3][CH:4]=3)[O:9][C:8](=[O:12])[CH:7]=2)[N:14]=1, predict the reactants needed to synthesize it. The reactants are: C[C:2]1([C:19]([O-:21])=[O:20])[CH:11]=[C:10]2[C:5](=[C:6]([C:13]3[N:14]=[C:15]([CH3:18])[S:16][CH:17]=3)[CH2:7][C:8](=[O:12])[O:9]2)[CH:4]=[CH:3]1.[OH-].[Li+].Cl.